From a dataset of Catalyst prediction with 721,799 reactions and 888 catalyst types from USPTO. Predict which catalyst facilitates the given reaction. (1) The catalyst class is: 16. Reactant: [C:1]1([C:11]2[CH:16]=[CH:15][CH:14]=[CH:13][CH:12]=2)[CH:6]=[CH:5][CH:4]=[CH:3][C:2]=1[CH2:7][N:8]=[N+:9]=[N-:10].[C:17]([O:23][CH3:24])(=[O:22])[CH2:18][C:19]([CH3:21])=O.C(=O)([O-])[O-].[K+].[K+].O. Product: [C:1]1([C:11]2[CH:16]=[CH:15][CH:14]=[CH:13][CH:12]=2)[CH:6]=[CH:5][CH:4]=[CH:3][C:2]=1[CH2:7][N:8]1[C:19]([CH3:21])=[C:18]([C:17]([O:23][CH3:24])=[O:22])[N:10]=[N:9]1. (2) Reactant: [Cl:1][C:2]1[CH:7]=[C:6]([Cl:8])[CH:5]=[CH:4][C:3]=1[C:9]1[N:13]2[N:14]=[C:15]([CH3:25])[CH:16]=[C:17]([N:18]3[CH2:23][CH2:22][C:21](=O)[CH2:20][CH2:19]3)[C:12]2=[CH:11][C:10]=1[CH3:26].[C-:27]#[N:28].[K+].CC(O)=O.C(OCC)(=O)C.CCCCCCC. Product: [Cl:1][C:2]1[CH:7]=[C:6]([Cl:8])[CH:5]=[CH:4][C:3]=1[C:9]1[N:13]2[N:14]=[C:15]([CH3:25])[CH:16]=[C:17]([N:18]3[CH2:23][CH:22]=[C:21]([C:27]#[N:28])[CH2:20][CH2:19]3)[C:12]2=[CH:11][C:10]=1[CH3:26]. The catalyst class is: 8. (3) Reactant: [F:1][C:2]([F:15])([F:14])[C:3]1[CH:8]=[CH:7][C:6]([CH2:9][C:10]([O:12][CH3:13])=[O:11])=[CH:5][CH:4]=1.C1C(=O)N([Br:23])C(=O)C1.CC(N=NC(C#N)(C)C)(C#N)C. Product: [Br:23][CH:9]([C:6]1[CH:5]=[CH:4][C:3]([C:2]([F:14])([F:15])[F:1])=[CH:8][CH:7]=1)[C:10]([O:12][CH3:13])=[O:11]. The catalyst class is: 48. (4) Product: [CH:1]1([CH2:7][CH2:8][C:9]2[CH:10]=[CH:11][C:12]([NH:18][C:19]([C:21]3[CH:26]=[CH:25][C:24]([CH:27]4[CH2:32][CH2:31][CH2:30][CH2:29][CH2:28]4)=[CH:23][CH:22]=3)=[O:20])=[C:13]([CH:17]=2)[C:14]([OH:16])=[O:15])[CH2:6][CH2:5][CH2:4][CH2:3][CH2:2]1. The catalyst class is: 29. Reactant: [CH:1]1([C:7]#[C:8][C:9]2[CH:10]=[CH:11][C:12]([NH:18][C:19]([C:21]3[CH:26]=[CH:25][C:24]([CH:27]4[CH2:32][CH2:31][CH2:30][CH2:29][CH2:28]4)=[CH:23][CH:22]=3)=[O:20])=[C:13]([CH:17]=2)[C:14]([OH:16])=[O:15])[CH2:6][CH2:5][CH2:4][CH2:3][CH2:2]1. (5) Reactant: [NH2:1][C@H:2]1[C:7]([F:9])([F:8])[CH2:6][CH2:5][CH2:4][C@H:3]1[NH:10][C:11]1[N:12]=[C:13](Cl)[C:14]([C:17]#[N:18])=[N:15][CH:16]=1.[N:20]1[CH:25]=[CH:24][C:23]([C:26]2[CH:32]=[CH:31][C:29]([NH2:30])=[CH:28][CH:27]=2)=[CH:22][CH:21]=1.C([O-])([O-])=O.[K+].[K+].C1C=CC(P(C2C(C3C(P(C4C=CC=CC=4)C4C=CC=CC=4)=CC=C4C=3C=CC=C4)=C3C(C=CC=C3)=CC=2)C2C=CC=CC=2)=CC=1. Product: [NH2:1][C@H:2]1[C:7]([F:9])([F:8])[CH2:6][CH2:5][CH2:4][C@H:3]1[NH:10][C:11]1[N:12]=[C:13]([NH:30][C:29]2[CH:28]=[CH:27][C:26]([C:23]3[CH:22]=[CH:21][N:20]=[CH:25][CH:24]=3)=[CH:32][CH:31]=2)[C:14]([C:17]#[N:18])=[N:15][CH:16]=1. The catalyst class is: 231. (6) Reactant: C(OC(=O)NC(C(=O)[NH:17][CH:18]([C:29]1[S:30][CH:31]=[C:32]([CH2:34][CH3:35])[N:33]=1)[CH2:19][C:20]1[CH:25]=[CH:24][C:23]([N+:26]([O-:28])=[O:27])=[CH:22][CH:21]=1)CC1C=CC=CC=1)(C)(C)C.Br.C(C1N=C([C@@H](N)CC2C=CC([N+]([O-])=O)=CC=2)SC=1)C.ON1C2C=CC=CC=2N=N1.CN(C)CCCN=C=NCC.C(NC(C)C)(C)C. Product: [CH2:34]([C:32]1[N:33]=[C:29]([C@@H:18]([NH2:17])[CH2:19][C:20]2[CH:25]=[CH:24][C:23]([N+:26]([O-:28])=[O:27])=[CH:22][CH:21]=2)[S:30][CH:31]=1)[CH3:35]. The catalyst class is: 18. (7) Reactant: [CH3:1][O:2][CH2:3][CH2:4]Br.[OH:6][C@:7]1([C:18]2[CH:25]=[CH:24][C:21]([C:22]#[N:23])=[C:20]([CH2:26][C:27]3[CH:32]=[CH:31][C:30]([OH:33])=[CH:29][CH:28]=3)[CH:19]=2)[O:15][C@H:14]([CH2:16][OH:17])[C@@H:12]([OH:13])[C@H:10]([OH:11])[C@H:8]1[OH:9].C(=O)([O-])[O-].[Cs+].[Cs+].O. The catalyst class is: 391. Product: [OH:6][C@:7]1([C:18]2[CH:25]=[CH:24][C:21]([C:22]#[N:23])=[C:20]([CH2:26][C:27]3[CH:28]=[CH:29][C:30]([O:33][CH2:4][CH2:3][O:2][CH3:1])=[CH:31][CH:32]=3)[CH:19]=2)[O:15][C@H:14]([CH2:16][OH:17])[C@@H:12]([OH:13])[C@H:10]([OH:11])[C@H:8]1[OH:9]. (8) Reactant: [Br:1]Br.[NH2:3][C:4]1[N:5]=[N:6][C:7]([Cl:10])=[CH:8][CH:9]=1.C(=O)(O)[O-].[Na+]. Product: [NH2:3][C:4]1[N:5]=[N:6][C:7]([Cl:10])=[CH:8][C:9]=1[Br:1]. The catalyst class is: 5. (9) Reactant: [C:1]([O:5][C:6]([N:8]1[CH2:13][CH2:12][CH:11]2[C:14]3[CH:20]=[C:19](I)[CH:18]=[CH:17][C:15]=3[O:16][CH:10]2[CH2:9]1)=[O:7])([CH3:4])([CH3:3])[CH3:2].CC(C)([O-])C.[Na+].CC1C=CC2C=CC3C=CC(C)=NC=3C=2N=1.[Cl:44][C:45]1[CH:46]=[C:47]([SH:51])[CH:48]=[CH:49][CH:50]=1. Product: [C:1]([O:5][C:6]([N:8]1[CH2:13][CH2:12][CH:11]2[C:14]3[CH:20]=[C:19]([S:51][C:47]4[CH:48]=[CH:49][CH:50]=[C:45]([Cl:44])[CH:46]=4)[CH:18]=[CH:17][C:15]=3[O:16][CH:10]2[CH2:9]1)=[O:7])([CH3:4])([CH3:3])[CH3:2]. The catalyst class is: 471.